This data is from Catalyst prediction with 721,799 reactions and 888 catalyst types from USPTO. The task is: Predict which catalyst facilitates the given reaction. (1) Reactant: N1[CH:5]=[C:4]([C:6]2[CH:7]=[CH:8][C:9]3[N:10]([CH:12]=[C:13]([C:15]([NH:17][C:18]4[CH:23]=[CH:22][CH:21]=[CH:20][N:19]=4)=[O:16])[N:14]=3)[CH:11]=2)[N:3]=[CH:2]1.ON1[C:29]2N=CC=C[C:28]=2N=N1.CN(C(ON1N=NC2C=CC=NC1=2)=[N+](C)C)C.[F-].FP(F)(F)(F)F.C(N(C(C)C)CC)(C)C.N1C=CC=CC=1N. Product: [N:19]1[CH:20]=[CH:21][CH:22]=[CH:23][C:18]=1[NH:17][C:15]([C:13]1[N:14]=[C:9]2[CH:8]=[CH:7][C:6]([C:4]3[CH:5]=[CH:29][CH:28]=[CH:2][N:3]=3)=[CH:11][N:10]2[CH:12]=1)=[O:16]. The catalyst class is: 9. (2) Reactant: [F:1][C:2]1[CH:3]=[C:4]([CH:20]=[CH:21][C:22]=1[F:23])[C:5]([C:12]1[CH:17]=[CH:16][C:15]([F:18])=[C:14]([F:19])[CH:13]=1)([OH:11])[C:6]([O:8][CH2:9][CH3:10])=[O:7].[C@@:24]12(O)[N:31](C)[C@@H:28]([CH2:29][CH2:30]1)[CH2:27][CH:26]=C2.[Na].O. Product: [F:1][C:2]1[CH:3]=[C:4]([CH:20]=[CH:21][C:22]=1[F:23])[C:5]([C:12]1[CH:17]=[CH:16][C:15]([F:18])=[C:14]([F:19])[CH:13]=1)([OH:11])[C:6]([O:8][C@@:9]12[N:31]([CH3:24])[C@@H:28]([CH2:29][CH2:30]1)[CH2:27][CH:26]=[CH:10]2)=[O:7]. The catalyst class is: 10. (3) Reactant: [Cl:1][C:2]1[CH:7]=[CH:6][CH:5]=[CH:4][C:3]=1[CH:8]([CH3:11])[C:9]#[N:10].B.C1COCC1. Product: [Cl:1][C:2]1[CH:7]=[CH:6][CH:5]=[CH:4][C:3]=1[CH:8]([CH3:11])[CH2:9][NH2:10]. The catalyst class is: 11. (4) Reactant: [C:1]([O:5][C:6]([N:8]1[C:16]2[C:11](=[CH:12][CH:13]=[CH:14][CH:15]=2)[CH:10]=[C:9]1[C:17]1[C:18](=[O:32])[N:19]([CH2:24][O:25][CH2:26][CH2:27][Si:28]([CH3:31])([CH3:30])[CH3:29])[CH:20]=[C:21]([NH2:23])[CH:22]=1)=[O:7])([CH3:4])([CH3:3])[CH3:2].[CH2:33]([N:40]1[CH:44]=[C:43]([C:45](O)=[O:46])[CH:42]=[N:41]1)[C:34]1[CH:39]=[CH:38][CH:37]=[CH:36][CH:35]=1.C(N(CC)CC)C.CN(C(ON1N=NC2C1=CC=CC=2)=[N+](C)C)C.F[P-](F)(F)(F)(F)F. Product: [C:1]([O:5][C:6]([N:8]1[C:16]2[C:11](=[CH:12][CH:13]=[CH:14][CH:15]=2)[CH:10]=[C:9]1[C:17]1[C:18](=[O:32])[N:19]([CH2:24][O:25][CH2:26][CH2:27][Si:28]([CH3:29])([CH3:30])[CH3:31])[CH:20]=[C:21]([NH:23][C:45]([C:43]2[CH:42]=[N:41][N:40]([CH2:33][C:34]3[CH:39]=[CH:38][CH:37]=[CH:36][CH:35]=3)[CH:44]=2)=[O:46])[CH:22]=1)=[O:7])([CH3:4])([CH3:3])[CH3:2]. The catalyst class is: 10. (5) Reactant: [CH2:1]([O:4][C:5](=[O:15])[C:6]1[CH:11]=[C:10]([F:12])[C:9](F)=[CH:8][C:7]=1[Cl:14])[C:2]#[CH:3].[CH2:16]([OH:19])[C:17]#[CH:18].[H-].[Na+].Cl. Product: [CH2:1]([O:4][C:5](=[O:15])[C:6]1[CH:11]=[C:10]([F:12])[C:9]([O:19][CH2:16][C:17]#[CH:18])=[CH:8][C:7]=1[Cl:14])[C:2]#[CH:3]. The catalyst class is: 3. (6) Product: [Cl:31][C:32]1[CH:33]=[C:34]([CH:37]=[CH:38][CH:39]=1)[CH2:35][N:15]([C:11]1[CH:12]=[CH:13][CH:14]=[C:9]([O:8][CH2:7][C:6]2[CH:28]=[CH:29][CH:30]=[C:4]([Cl:3])[CH:5]=2)[CH:10]=1)[S:16](/[CH:19]=[CH:20]/[C:21]1[CH:26]=[CH:25][CH:24]=[C:23]([Cl:27])[CH:22]=1)(=[O:18])=[O:17]. Reactant: [H-].[Na+].[Cl:3][C:4]1[CH:5]=[C:6]([CH:28]=[CH:29][CH:30]=1)[CH2:7][O:8][C:9]1[CH:10]=[C:11]([NH:15][S:16](/[CH:19]=[CH:20]/[C:21]2[CH:26]=[CH:25][CH:24]=[C:23]([Cl:27])[CH:22]=2)(=[O:18])=[O:17])[CH:12]=[CH:13][CH:14]=1.[Cl:31][C:32]1[CH:33]=[C:34]([CH:37]=[CH:38][CH:39]=1)[CH2:35]Br.O. The catalyst class is: 1. (7) Reactant: C(OC([N:8]1[CH2:11][CH:10]([CH2:12][N:13]([CH2:20][C:21]2[CH:26]=[CH:25][C:24]([Cl:27])=[CH:23][C:22]=2[Cl:28])[CH2:14][CH2:15][C:16]([OH:19])([CH3:18])[CH3:17])[CH2:9]1)=O)(C)(C)C.C1(OC)C=CC=CC=1.FC(F)(F)C(O)=O. Product: [OH:19][C:16]([CH3:18])([CH3:17])[CH2:15][CH2:14][N:13]([CH2:12][CH:10]1[CH2:11][NH:8][CH2:9]1)[CH2:20][C:21]1[CH:26]=[CH:25][C:24]([Cl:27])=[CH:23][C:22]=1[Cl:28]. The catalyst class is: 4. (8) Reactant: [CH:1]1([C:4]2[CH:17]=[CH:16][C:7]([O:8][CH2:9][C:10]3[O:15][CH2:14][CH2:13][CH2:12][CH:11]=3)=[CH:6][CH:5]=2)[CH2:3][CH2:2]1.B.[O:19]1CCCC1.[OH-].[Na+].OO. Product: [CH:1]1([C:4]2[CH:17]=[CH:16][C:7]([O:8][CH2:9][CH:10]3[O:15][CH2:14][CH2:13][CH2:12][CH:11]3[OH:19])=[CH:6][CH:5]=2)[CH2:3][CH2:2]1. The catalyst class is: 6.